Dataset: Reaction yield outcomes from USPTO patents with 853,638 reactions. Task: Predict the reaction yield, written as a fraction of the theoretical maximum amount of product (1.0 means a 100% yield; for example, 0.34 means a 34% yield). (1) The reactants are [CH2:1](N(CC)CC)C.CN(C)C=O.C[Sn](C)(C)C.[C:18]1([CH:24]([C:48]2[CH:53]=[CH:52][CH:51]=[CH:50][CH:49]=2)[N:25]2[C:33]3[C:28](=[CH:29][C:30](Br)=[CH:31][CH:32]=3)[C:27]3([C:46]4[C:37](=[CH:38][C:39]5[O:44][CH2:43][CH2:42][O:41][C:40]=5[CH:45]=4)[O:36][CH2:35]3)[C:26]2=[O:47])[CH:23]=[CH:22][CH:21]=[CH:20][CH:19]=1. The catalyst is C([O-])(=O)C.[Pd+2].C([O-])(=O)C.C1(C)C=CC=CC=1P(C1C=CC=CC=1C)C1C=CC=CC=1C.O. The product is [C:18]1([CH:24]([C:48]2[CH:53]=[CH:52][CH:51]=[CH:50][CH:49]=2)[N:25]2[C:33]3[C:28](=[CH:29][C:30]([CH3:1])=[CH:31][CH:32]=3)[C:27]3([C:46]4[C:37](=[CH:38][C:39]5[O:44][CH2:43][CH2:42][O:41][C:40]=5[CH:45]=4)[O:36][CH2:35]3)[C:26]2=[O:47])[CH:23]=[CH:22][CH:21]=[CH:20][CH:19]=1. The yield is 0.860. (2) The reactants are [Br:1][C:2]1[CH:7]=[CH:6][C:5]([N:8]=[C:9]=[O:10])=[CH:4][CH:3]=1.[C:11]([N:15]1[CH2:20][CH2:19][N:18](C(OC(C)(C)C)=O)[C@@H:17]([C:28]([N:30]2[CH2:35][CH2:34][NH:33][CH2:32][CH2:31]2)=[O:29])[CH2:16]1)([CH3:14])([CH3:13])[CH3:12]. The catalyst is C1COCC1. The product is [NH3:8].[CH3:9][OH:10].[Br:1][C:2]1[CH:7]=[CH:6][C:5]([NH:8][C:9]([N:33]2[CH2:34][CH2:35][N:30]([C:28]([C@H:17]3[CH2:16][N:15]([C:11]([CH3:14])([CH3:13])[CH3:12])[CH2:20][CH2:19][NH:18]3)=[O:29])[CH2:31][CH2:32]2)=[O:10])=[CH:4][CH:3]=1. The yield is 0.100.